Dataset: CYP2C9 inhibition data for predicting drug metabolism from PubChem BioAssay. Task: Regression/Classification. Given a drug SMILES string, predict its absorption, distribution, metabolism, or excretion properties. Task type varies by dataset: regression for continuous measurements (e.g., permeability, clearance, half-life) or binary classification for categorical outcomes (e.g., BBB penetration, CYP inhibition). Dataset: cyp2c9_veith. (1) The molecule is CCc1c(C(C)O)oc2ccc3c(C)cc(=O)oc3c12. The result is 1 (inhibitor). (2) The drug is COc1ccc(NC2=NC(=S)N(c3ccc(C)cc3)C23CCCCC3)cc1. The result is 0 (non-inhibitor). (3) The molecule is CN(C)C(=O)c1ccc(-c2nc(Nc3ccc(F)cc3)c3ccccc3n2)cc1. The result is 0 (non-inhibitor). (4) The drug is Cc1ccc(NC(=O)c2ccc(CSc3nnc(C)s3)cc2)cc1. The result is 0 (non-inhibitor). (5) The molecule is Cn1cnnc1SCC(=O)N1N=C2/C(=C/c3ccco3)CCCC2C1c1ccco1. The result is 1 (inhibitor). (6) The drug is COc1ccc(C(=O)N2CCC3(CCCN(c4ccc(-c5ccccc5)cc4)C3)CC2)cc1. The result is 1 (inhibitor). (7) The drug is CON1C(=O)C(=O)N(OC)C2CCCCC21. The result is 0 (non-inhibitor).